From a dataset of Catalyst prediction with 721,799 reactions and 888 catalyst types from USPTO. Predict which catalyst facilitates the given reaction. (1) Reactant: [Cl:1][C:2]1[CH:3]=[C:4]([N:8]2[C:13](=[O:14])[C:12]([O:15][CH2:16][C:17]([OH:20])([CH3:19])[CH3:18])=[C:11]([C:21]3[CH:26]=[CH:25][C:24]([S:27]([NH2:30])(=[O:29])=[O:28])=[CH:23][CH:22]=3)[CH:10]=[N:9]2)[CH:5]=[CH:6][CH:7]=1.[C:31](OC(=O)C)(=[O:33])[CH3:32].C(N(CC)CC)C. Product: [Cl:1][C:2]1[CH:3]=[C:4]([N:8]2[C:13](=[O:14])[C:12]([O:15][CH2:16][C:17]([OH:20])([CH3:19])[CH3:18])=[C:11]([C:21]3[CH:22]=[CH:23][C:24]([S:27]([NH:30][C:31](=[O:33])[CH3:32])(=[O:28])=[O:29])=[CH:25][CH:26]=3)[CH:10]=[N:9]2)[CH:5]=[CH:6][CH:7]=1. The catalyst class is: 277. (2) Product: [CH2:22]([O:21][CH:11]([N:10]([CH3:16])[CH3:9])[CH:12]([O:15][CH2:1][CH2:2][CH2:3][CH2:4][CH2:5][CH2:6][CH2:22][CH2:23]/[CH:24]=[CH:25]\[CH2:26]/[CH:27]=[CH:28]\[CH2:29][CH2:30][CH2:31][CH2:32][CH3:33])[CH3:13])[CH2:23][CH2:24][CH2:25][CH2:26][CH2:27][CH2:28][CH2:29]/[CH:30]=[CH:31]\[CH2:32]/[CH:33]=[CH:34]\[CH2:35][CH2:36][CH2:37][CH2:38][CH3:39]. The catalyst class is: 568. Reactant: [CH3:1][CH2:2][CH2:3][CH2:4][CH2:5][CH3:6].[OH-].[K+].[CH3:9][N:10]([CH3:16])[CH2:11][CH:12]([OH:15])[CH2:13]O.CS([O:21][CH2:22][CH2:23][CH2:24][CH2:25][CH2:26][CH2:27][CH2:28][CH2:29]/[CH:30]=[CH:31]\[CH2:32]/[CH:33]=[CH:34]\[CH2:35][CH2:36][CH2:37][CH2:38][CH3:39])(=O)=O. (3) Reactant: Br[C:2]1[C:10]([CH3:11])=[C:9]([CH3:12])[CH:8]=[C:7]2[C:3]=1[CH2:4][CH:5]([CH3:15])[CH:6]2[O:13][CH3:14].[Li]CCCC.[CH2:21]1[O:23][CH2:22]1.O. Product: [CH3:14][O:13][CH:6]1[C:7]2[C:3](=[C:2]([CH2:21][CH2:22][OH:23])[C:10]([CH3:11])=[C:9]([CH3:12])[CH:8]=2)[CH2:4][CH:5]1[CH3:15]. The catalyst class is: 1. (4) Reactant: [C:1]([N:4]1[C:13]2[C:8](=[CH:9][C:10]([C:14]3[CH2:19][CH2:18][N:17](C(OC(C)(C)C)=O)[CH2:16][CH:15]=3)=[CH:11][CH:12]=2)[C@H:7]([NH:27][C:28]2[N:33]=[CH:32][CH:31]=[CH:30][N:29]=2)[C@@H:6]([CH3:34])[C@@H:5]1[CH:35]1[CH2:37][CH2:36]1)(=[O:3])[CH3:2].FC(F)(F)C(O)=O. Product: [CH:35]1([C@H:5]2[C@H:6]([CH3:34])[C@@H:7]([NH:27][C:28]3[N:29]=[CH:30][CH:31]=[CH:32][N:33]=3)[C:8]3[C:13](=[CH:12][CH:11]=[C:10]([C:14]4[CH2:19][CH2:18][NH:17][CH2:16][CH:15]=4)[CH:9]=3)[N:4]2[C:1](=[O:3])[CH3:2])[CH2:37][CH2:36]1. The catalyst class is: 4. (5) Reactant: [CH2:1]([O:3][P:4]([CH2:7][CH2:8][C:9]([C:11]1[CH:19]=[CH:18][C:14]([C:15]([OH:17])=O)=[CH:13][CH:12]=1)=[O:10])([CH3:6])=[O:5])[CH3:2].[NH2:20][C:21]1[CH:26]=[C:25]([C:27]2[S:28][CH:29]=[CH:30][CH:31]=2)[CH:24]=[CH:23][C:22]=1[NH:32][C:33](=[O:39])[O:34][C:35]([CH3:38])([CH3:37])[CH3:36].CCN(C(C)C)C(C)C.F[P-](F)(F)(F)(F)F.N1(O[P+](N(C)C)(N(C)C)N(C)C)C2C=CC=CC=2N=N1.C([O-])(O)=O.[Na+]. The catalyst class is: 3. Product: [CH3:38][C:35]([O:34][C:33]([NH:32][C:22]1[CH:23]=[CH:24][C:25]([C:27]2[S:28][CH:29]=[CH:30][CH:31]=2)=[CH:26][C:21]=1[NH:20][C:15]([C:14]1[CH:13]=[CH:12][C:11]([C:9](=[O:10])[CH2:8][CH2:7][P:4]([CH3:6])(=[O:5])[O:3][CH2:1][CH3:2])=[CH:19][CH:18]=1)=[O:17])=[O:39])([CH3:36])[CH3:37].